This data is from M1 muscarinic receptor antagonist screen with 61,756 compounds. The task is: Binary Classification. Given a drug SMILES string, predict its activity (active/inactive) in a high-throughput screening assay against a specified biological target. (1) The compound is S(c1n(CCCOC(C)C)c(=O)c2c(n1)cccc2)CC(=O)NCC. The result is 0 (inactive). (2) The molecule is Clc1ccc(c2c3n([nH]c2)c(=O)c2CCCCc2n3)cc1. The result is 0 (inactive).